This data is from Full USPTO retrosynthesis dataset with 1.9M reactions from patents (1976-2016). The task is: Predict the reactants needed to synthesize the given product. (1) Given the product [Cl:15][C:13]1[CH:14]=[C:2]([CH:3]=[C:4]([CH2:5][C:6]2[CH:7]=[N:8][CH:9]=[CH:10][CH:11]=2)[CH:12]=1)/[CH:17]=[CH:16]/[C:18]1[CH:19]=[CH:20][C:21]([N:24]2[CH2:25][CH2:26][N:27]([C:30](=[O:32])[CH3:31])[CH2:28][CH2:29]2)=[CH:22][CH:23]=1, predict the reactants needed to synthesize it. The reactants are: Br[C:2]1[CH:3]=[C:4]([CH:12]=[C:13]([Cl:15])[CH:14]=1)[CH2:5][C:6]1[CH:7]=[N:8][CH:9]=[CH:10][CH:11]=1.[CH:16]([C:18]1[CH:23]=[CH:22][C:21]([N:24]2[CH2:29][CH2:28][N:27]([C:30](=[O:32])[CH3:31])[CH2:26][CH2:25]2)=[CH:20][CH:19]=1)=[CH2:17].C(#N)C.C1C=CC(P(C2C=CC=CC=2)C2C=CC=CC=2)=CC=1. (2) Given the product [NH2:1][C:2]1[N:7]=[C:6]([NH:8][CH2:9][C:10]([NH:12][C:13]2[CH:18]=[CH:17][CH:16]=[C:15]([C:19]([F:22])([F:21])[F:20])[CH:14]=2)=[O:11])[C:5]([CH:23]=[N:28][NH2:29])=[C:4]([S:25][CH3:26])[N:3]=1, predict the reactants needed to synthesize it. The reactants are: [NH2:1][C:2]1[N:7]=[C:6]([NH:8][CH2:9][C:10]([NH:12][C:13]2[CH:18]=[CH:17][CH:16]=[C:15]([C:19]([F:22])([F:21])[F:20])[CH:14]=2)=[O:11])[C:5]([CH:23]=O)=[C:4]([S:25][CH3:26])[N:3]=1.O.[NH2:28][NH2:29]. (3) Given the product [CH3:41][N:13]([CH3:12])[C@@H:14]1[CH2:18][CH2:17][N:16]([CH2:19][C:20]2[CH:25]=[CH:24][C:23]([NH:26][C:27]([C:28]3[CH:29]=[CH:30][C:31]([CH3:34])=[C:32]([C:2]#[C:1][C:3]4[N:7]([CH3:8])[C:6]([C:9]([NH2:11])=[O:10])=[N:5][CH:4]=4)[CH:33]=3)=[O:36])=[CH:22][C:21]=2[C:37]([F:40])([F:39])[F:38])[CH2:15]1, predict the reactants needed to synthesize it. The reactants are: [C:1]([C:3]1[N:7]([CH3:8])[C:6]([C:9]([NH2:11])=[O:10])=[N:5][CH:4]=1)#[CH:2].[CH3:12][N:13]([CH3:41])[C@@H:14]1[CH2:18][CH2:17][N:16]([CH2:19][C:20]2[CH:25]=[CH:24][C:23]([NH:26][C:27](=[O:36])[C:28]3[CH:33]=[CH:32][C:31]([CH3:34])=[C:30](I)[CH:29]=3)=[CH:22][C:21]=2[C:37]([F:40])([F:39])[F:38])[CH2:15]1. (4) Given the product [C:36]([O:35][C:33](=[O:34])[NH:32][CH:13]([C:10]1[CH:11]=[CH:12][C:7]([NH:46][CH2:45][CH2:44][O:43][CH3:42])=[CH:8][CH:9]=1)[C:14]([N:16]1[CH2:20][CH2:19][C@H:18]([O:21][CH2:22][CH2:23][O:24][CH2:25][CH2:26][O:27][CH2:28][CH2:29][O:30][CH3:31])[CH2:17]1)=[O:15])([CH3:38])([CH3:37])[CH3:39], predict the reactants needed to synthesize it. The reactants are: FC(F)(F)S(O[C:7]1[CH:12]=[CH:11][C:10]([CH:13]([NH:32][C:33]([O:35][C:36]([CH3:39])([CH3:38])[CH3:37])=[O:34])[C:14]([N:16]2[CH2:20][CH2:19][C@H:18]([O:21][CH2:22][CH2:23][O:24][CH2:25][CH2:26][O:27][CH2:28][CH2:29][O:30][CH3:31])[CH2:17]2)=[O:15])=[CH:9][CH:8]=1)(=O)=O.[CH3:42][O:43][CH2:44][CH2:45][NH2:46].C(=O)([O-])[O-].[Cs+].[Cs+].C(P(C(C)(C)C)C1C(OC)=CC=C(OC)C=1C1C(C(C)C)=CC(C(C)C)=CC=1C(C)C)(C)(C)C.